From a dataset of Peptide-MHC class II binding affinity with 134,281 pairs from IEDB. Regression. Given a peptide amino acid sequence and an MHC pseudo amino acid sequence, predict their binding affinity value. This is MHC class II binding data. The peptide sequence is ALVGAALHPFALLLV. The MHC is HLA-DQA10501-DQB10402 with pseudo-sequence HLA-DQA10501-DQB10402. The binding affinity (normalized) is 0.539.